Dataset: Catalyst prediction with 721,799 reactions and 888 catalyst types from USPTO. Task: Predict which catalyst facilitates the given reaction. (1) Reactant: [NH:1]1[C:9]2[C:4](=[CH:5][CH:6]=[C:7]([C:10]([O:12][CH3:13])=[O:11])[CH:8]=2)[CH:3]=[CH:2]1.[H-].[Na+].Br[CH2:17][CH2:18][CH2:19][O:20][CH3:21].[I-].[K+]. Product: [CH3:21][O:20][CH2:19][CH2:18][CH2:17][N:1]1[C:9]2[C:4](=[CH:5][CH:6]=[C:7]([C:10]([O:12][CH3:13])=[O:11])[CH:8]=2)[CH:3]=[CH:2]1. The catalyst class is: 255. (2) Reactant: C(=O)([O-])[O-].[K+].[K+].O.Cl[C:9]1[CH:14]=[C:13]([N:15]2[CH2:19][CH2:18][CH2:17][CH:16]2[C:20]([F:23])([F:22])[F:21])[N:12]=[C:11]([NH2:24])[N:10]=1.[C:25]([C:27]1[CH:32]=[CH:31][C:30](B(O)O)=[CH:29][C:28]=1[F:36])#[N:26]. Product: [NH2:24][C:11]1[N:10]=[C:9]([C:30]2[CH:31]=[CH:32][C:27]([C:25]#[N:26])=[C:28]([F:36])[CH:29]=2)[CH:14]=[C:13]([N:15]2[CH2:19][CH2:18][CH2:17][CH:16]2[C:20]([F:23])([F:22])[F:21])[N:12]=1. The catalyst class is: 752. (3) Reactant: [CH2:1]([N:3]([CH2:9][CH3:10])[CH:4]1[CH2:8][CH2:7][NH:6][CH2:5]1)[CH3:2].[CH2:11]([O:13][C:14](=[O:24])[C:15]([C:17]1[CH:22]=[CH:21][C:20]([Br:23])=[CH:19][CH:18]=1)=[CH2:16])[CH3:12]. Product: [CH2:11]([O:13][C:14](=[O:24])[CH:15]([C:17]1[CH:18]=[CH:19][C:20]([Br:23])=[CH:21][CH:22]=1)[CH2:16][N:6]1[CH2:7][CH2:8][CH:4]([N:3]([CH2:9][CH3:10])[CH2:1][CH3:2])[CH2:5]1)[CH3:12]. The catalyst class is: 1. (4) Reactant: [CH3:1][C:2]([CH3:35])([CH3:34])[C:3](=[O:33])[CH2:4][CH2:5][C:6]1[CH:11]=[CH:10][C:9]([C:12](C2C=CC(OS(C(F)(F)F)(=O)=O)=C(C)C=2)([CH2:15][CH3:16])[CH2:13][CH3:14])=[CH:8][C:7]=1[CH3:32].C([Sn]([CH2:48][CH2:49][CH2:50][CH3:51])([CH2:48][CH2:49][CH2:50][CH3:51])[CH2:48][CH2:49][CH2:50][CH3:51])C=C.[CH:52]1[CH:57]=[CH:56][C:55](P([C:52]2[CH:57]=[CH:56][CH:55]=[CH:54][CH:53]=2)[C:52]2[CH:57]=[CH:56][CH:55]=[CH:54][CH:53]=2)=[CH:54][CH:53]=1.[Li+].[Cl-]. Product: [CH2:54]([C:53]1[CH:52]=[CH:57][C:48]([C:12]([C:9]2[CH:10]=[CH:11][C:6]([CH2:5][CH2:4][C:3](=[O:33])[C:2]([CH3:35])([CH3:34])[CH3:1])=[C:7]([CH3:32])[CH:8]=2)([CH2:15][CH3:16])[CH2:13][CH3:14])=[CH:49][C:50]=1[CH3:51])[CH:55]=[CH2:56]. The catalyst class is: 233. (5) Reactant: [NH2:1][C:2]1[CH:7]=[C:6]([N+:8]([O-:10])=[O:9])[CH:5]=[CH:4][C:3]=1[CH2:11][OH:12].[CH3:13][C:14]([O-])(C)[CH3:15].[K+].C(Br)C=C. Product: [CH2:15]([O:12][CH2:11][C:3]1[CH:4]=[CH:5][C:6]([N+:8]([O-:10])=[O:9])=[CH:7][C:2]=1[NH2:1])[CH:14]=[CH2:13]. The catalyst class is: 56. (6) Reactant: [CH3:1][O:2][C:3]1[CH:4]=[C:5]([CH:8]=[CH:9][C:10]=1[O:11][C:12]1[CH:17]=[CH:16][CH:15]=[C:14]([C:18]([F:21])([F:20])[F:19])[CH:13]=1)[CH:6]=[O:7].[BH4-].[Na+]. Product: [CH3:1][O:2][C:3]1[CH:4]=[C:5]([CH2:6][OH:7])[CH:8]=[CH:9][C:10]=1[O:11][C:12]1[CH:17]=[CH:16][CH:15]=[C:14]([C:18]([F:19])([F:21])[F:20])[CH:13]=1. The catalyst class is: 8.